Dataset: Full USPTO retrosynthesis dataset with 1.9M reactions from patents (1976-2016). Task: Predict the reactants needed to synthesize the given product. (1) Given the product [Cl:1][C:2]1[CH:7]=[CH:6][C:5]([C:8]2[O:12][C:11]([CH3:13])=[C:10]([CH:14]([CH:25]3[CH2:30][CH2:29][CH2:28][CH2:27][CH2:26]3)[O:15][C:16]3[CH:17]=[CH:18][C:19]([C:20]([N:32]([CH3:31])[CH2:33][CH2:34][C:35]([OH:37])=[O:36])=[O:21])=[CH:23][CH:24]=3)[CH:9]=2)=[CH:4][CH:3]=1, predict the reactants needed to synthesize it. The reactants are: [Cl:1][C:2]1[CH:7]=[CH:6][C:5]([C:8]2[O:12][C:11]([CH3:13])=[C:10]([CH:14]([CH:25]3[CH2:30][CH2:29][CH2:28][CH2:27][CH2:26]3)[O:15][C:16]3[CH:24]=[CH:23][C:19]([C:20](O)=[O:21])=[CH:18][CH:17]=3)[CH:9]=2)=[CH:4][CH:3]=1.[CH3:31][NH:32][CH2:33][CH2:34][C:35]([O:37]CC)=[O:36]. (2) Given the product [Cl:24][C:16]1[CH:17]=[C:18]([C:20]([F:23])([F:21])[F:22])[CH:19]=[C:14]([Cl:13])[C:15]=1[O:25][C:26]1[CH:30]=[C:29]([C:31]([O:33][CH3:34])=[O:32])[N:28]([C:11](=[O:12])[NH:10][CH2:8][CH3:9])[N:27]=1, predict the reactants needed to synthesize it. The reactants are: C(N(CC)CC)C.[CH2:8]([N:10]=[C:11]=[O:12])[CH3:9].[Cl:13][C:14]1[CH:19]=[C:18]([C:20]([F:23])([F:22])[F:21])[CH:17]=[C:16]([Cl:24])[C:15]=1[O:25][C:26]1[CH:30]=[C:29]([C:31]([O:33][CH3:34])=[O:32])[NH:28][N:27]=1.Cl. (3) Given the product [CH3:10][C:5]1[C:6]([N:13]2[CH2:14][CH2:15][CH2:16][CH2:17][CH:12]2[CH3:11])=[N:7][CH:8]=[C:3]([CH:4]=1)[C:1]#[N:2], predict the reactants needed to synthesize it. The reactants are: [C:1]([C:3]1[CH:4]=[C:5]([CH3:10])[C:6](F)=[N:7][CH:8]=1)#[N:2].[CH3:11][CH:12]1[CH2:17][CH2:16][CH2:15][CH2:14][NH:13]1. (4) Given the product [CH3:62][O:61][CH2:60][CH2:59][O:58][C:54]1[CH:55]=[C:56]2[C:51](=[C:52]([N:63]([CH3:73])[S:64]([C:67]3[CH:72]=[CH:71][CH:70]=[CH:69][N:68]=3)(=[O:66])=[O:65])[CH:53]=1)[NH:50][C:49]([C:47]1[S:43][C:44]([CH3:81])([CH2:74][N:75]3[CH2:76][CH2:77][S:78][CH2:79][CH2:80]3)[CH2:45][N:46]=1)=[CH:57]2, predict the reactants needed to synthesize it. The reactants are: C1(P(=O)(C2C=CC=CC=2)C2C=CC=CC=2)C=CC=CC=1.FC(F)(F)S(OS(C(F)(F)F)(=O)=O)(=O)=O.C([S:43][C:44]([CH3:81])([CH2:74][N:75]1[CH2:80][CH2:79][S:78][CH2:77][CH2:76]1)[CH2:45][NH:46][C:47]([C:49]1[NH:50][C:51]2[C:56]([CH:57]=1)=[CH:55][C:54]([O:58][CH2:59][CH2:60][O:61][CH3:62])=[CH:53][C:52]=2[N:63]([CH3:73])[S:64]([C:67]1[CH:72]=[CH:71][CH:70]=[CH:69][N:68]=1)(=[O:66])=[O:65])=O)C1C=CC=CC=1.C1(SC)C=CC=CC=1.C(=O)(O)[O-].[Na+]. (5) Given the product [Br:1][C:2]1[CH:10]=[CH:9][C:5]([C:6]([O:8][C:14]([CH3:17])([CH3:16])[CH3:15])=[O:7])=[CH:4][CH:3]=1, predict the reactants needed to synthesize it. The reactants are: [Br:1][C:2]1[CH:10]=[CH:9][C:5]([C:6]([OH:8])=[O:7])=[CH:4][CH:3]=1.C(OC(O[C:14]([CH3:17])([CH3:16])[CH3:15])=O)(O[C:14]([CH3:17])([CH3:16])[CH3:15])=O. (6) Given the product [NH:1]1[C:9]2[C:4](=[CH:5][CH:6]=[CH:7][CH:8]=2)[CH:3]=[C:2]1[C:10](=[O:14])[C:11]([NH2:16])=[O:12], predict the reactants needed to synthesize it. The reactants are: [NH:1]1[C:9]2[C:4](=[CH:5][CH:6]=[CH:7][CH:8]=2)[CH:3]=[C:2]1[C:10](=[O:14])[C:11](Cl)=[O:12].C[NH:16]C.C1COCC1. (7) The reactants are: Cl.[F:2][C:3]1[C:8]([NH:9][NH2:10])=[C:7]([CH3:11])[CH:6]=[CH:5][CH:4]=1.[OH-].[Na+]. Given the product [F:2][C:3]1[CH:4]=[CH:5][CH:6]=[C:7]([CH3:11])[C:8]=1[N:9]1[C:8]([NH2:9])=[CH:7][C:6]([CH3:5])=[N:10]1, predict the reactants needed to synthesize it. (8) Given the product [CH3:30][O:29][C:27]([C:17]1[CH:18]([C:19]2[CH:24]=[CH:23][C:22]([F:25])=[C:21]([F:26])[CH:20]=2)[N:13]([C:11](=[O:10])[NH:50][CH2:49][CH2:48][CH2:47][N:44]2[CH2:45][CH2:46][C:41]([C:35]3[CH:36]=[CH:37][CH:38]=[CH:39][CH:40]=3)([C:51]3[O:52][CH:53]=[CH:54][CH:55]=3)[CH2:42][CH2:43]2)[C:14](=[O:34])[NH:15][C:16]=1[CH2:31][O:32][CH3:33])=[O:28], predict the reactants needed to synthesize it. The reactants are: [N+](C1C=CC([O:10][C:11]([N:13]2[CH:18]([C:19]3[CH:24]=[CH:23][C:22]([F:25])=[C:21]([F:26])[CH:20]=3)[C:17]([C:27]([O:29][CH3:30])=[O:28])=[C:16]([CH2:31][O:32][CH3:33])[NH:15][C:14]2=[O:34])=O)=CC=1)([O-])=O.[C:35]1([C:41]2([C:51]3[O:52][CH:53]=[CH:54][CH:55]=3)[CH2:46][CH2:45][N:44]([CH2:47][CH2:48][CH2:49][NH2:50])[CH2:43][CH2:42]2)[CH:40]=[CH:39][CH:38]=[CH:37][CH:36]=1.